Dataset: Full USPTO retrosynthesis dataset with 1.9M reactions from patents (1976-2016). Task: Predict the reactants needed to synthesize the given product. (1) Given the product [Cl:16][C:17]1[CH:22]=[CH:21][C:20]([N:23]2[CH2:9][N:8]([CH3:13])[CH2:7][N:26]([C:27](=[O:36])[C:28]3[C:33]([F:34])=[CH:32][CH:31]=[CH:30][C:29]=3[F:35])[C:24]2=[O:25])=[CH:19][CH:18]=1, predict the reactants needed to synthesize it. The reactants are: P(Cl)(Cl)(Cl)(Cl)Cl.[CH3:7][N:8]1[CH2:13]N(C)CN(C)[CH2:9]1.[Cl:16][C:17]1[CH:22]=[CH:21][C:20]([NH:23][C:24]([NH:26][C:27](=[O:36])[C:28]2[C:33]([F:34])=[CH:32][CH:31]=[CH:30][C:29]=2[F:35])=[O:25])=[CH:19][CH:18]=1.C(N(CC)CC)C.[OH-].[Na+]. (2) Given the product [Br:10][C:6]1[CH:7]=[C:2]([F:1])[C:3]([CH3:9])=[CH:4][C:5]=1[OH:8], predict the reactants needed to synthesize it. The reactants are: [F:1][C:2]1[CH:7]=[CH:6][C:5]([OH:8])=[CH:4][C:3]=1[CH3:9].[Br:10]C1C=C(C)C(C)=CC=1O. (3) Given the product [CH2:23]([N:21]1[C@H:20]([CH2:30][CH2:31][OH:32])[CH2:19][CH2:18][C@H:17]([NH:16][C:13]([C:6]2[C:7]3[C:12](=[CH:11][CH:10]=[CH:9][CH:8]=3)[N:4]([CH:1]([CH3:2])[CH3:3])[N:5]=2)=[O:15])[CH2:22]1)[C:24]1[CH:25]=[CH:26][CH:27]=[CH:28][CH:29]=1, predict the reactants needed to synthesize it. The reactants are: [CH:1]([N:4]1[C:12]2[C:7](=[CH:8][CH:9]=[CH:10][CH:11]=2)[C:6]([C:13]([OH:15])=O)=[N:5]1)([CH3:3])[CH3:2].[NH2:16][C@H:17]1[CH2:22][N:21]([CH2:23][C:24]2[CH:29]=[CH:28][CH:27]=[CH:26][CH:25]=2)[C@@H:20]([CH2:30][CH2:31][OH:32])[CH2:19][CH2:18]1.C(N(CC)C(C)C)(C)C.C(P(=O)(OCC)OCC)#N. (4) Given the product [F:12][C:13]1[CH:18]=[C:17]([CH3:19])[CH:16]=[CH:15][C:14]=1[C:20]1[S:24][N:23]=[C:22]([C:25]([F:28])([F:26])[F:27])[C:21]=1[CH2:29][O:30][C:31]1[CH:36]=[CH:35][C:34]([CH2:37][CH2:38][C:39]([OH:41])=[O:40])=[C:33]([C:44]([F:47])([F:45])[F:46])[CH:32]=1, predict the reactants needed to synthesize it. The reactants are: FC1C=C(C)C=CC=1B(O)O.[F:12][C:13]1[CH:18]=[C:17]([CH3:19])[CH:16]=[CH:15][C:14]=1[C:20]1[S:24][N:23]=[C:22]([C:25]([F:28])([F:27])[F:26])[C:21]=1[CH2:29][O:30][C:31]1[CH:36]=[CH:35][C:34]([CH2:37][CH2:38][C:39]([O:41]CC)=[O:40])=[C:33]([C:44]([F:47])([F:46])[F:45])[CH:32]=1. (5) Given the product [F:25][C:22]1[CH:23]=[CH:24][C:19]([C:17]2[N:13]=[C:6]([C:7]3[CH:12]=[CH:11][CH:10]=[CH:9][CH:8]=3)[NH:14][CH:16]=2)=[CH:20][C:21]=1[CH3:26], predict the reactants needed to synthesize it. The reactants are: C(=O)([O-])O.[K+].[C:6]([NH2:14])(=[NH:13])[C:7]1[CH:12]=[CH:11][CH:10]=[CH:9][CH:8]=1.Br[CH2:16][C:17]([C:19]1[CH:24]=[CH:23][C:22]([F:25])=[C:21]([CH3:26])[CH:20]=1)=O. (6) Given the product [CH2:13]([C:17]1[N:22]2[N:23]=[CH:24][N:25]=[C:21]2[N:20]([C:26]2[CH:31]=[CH:30][C:29]([O:32][CH3:33])=[C:28]([F:34])[CH:27]=2)[C:19](=[O:35])[C:18]=1[CH2:36][C:37]1[CH:38]=[CH:39][C:40]([C:43]2[CH:48]=[CH:47][CH:46]=[CH:45][C:44]=2[C:49]2[NH:3][C:4](=[O:7])[O:5][N:50]=2)=[CH:41][CH:42]=1)[CH2:14][CH2:15][CH3:16], predict the reactants needed to synthesize it. The reactants are: [Cl-].O[NH3+:3].[C:4](=[O:7])([O-])[OH:5].[Na+].CS(C)=O.[CH2:13]([C:17]1[N:22]2[N:23]=[CH:24][N:25]=[C:21]2[N:20]([C:26]2[CH:31]=[CH:30][C:29]([O:32][CH3:33])=[C:28]([F:34])[CH:27]=2)[C:19](=[O:35])[C:18]=1[CH2:36][C:37]1[CH:42]=[CH:41][C:40]([C:43]2[C:44]([C:49]#[N:50])=[CH:45][CH:46]=[CH:47][CH:48]=2)=[CH:39][CH:38]=1)[CH2:14][CH2:15][CH3:16]. (7) Given the product [C:12]1([C:18]2[C:20]([C:22]3[CH:23]=[CH:24][CH:25]=[CH:26][CH:27]=3)=[N:1][C:2]3[C:7](=[CH:6][CH:5]=[CH:4][C:3]=3[N+:9]([O-:11])=[O:10])[N:8]=2)[CH:17]=[CH:16][CH:15]=[CH:14][CH:13]=1, predict the reactants needed to synthesize it. The reactants are: [NH2:1][C:2]1[C:7]([NH2:8])=[CH:6][CH:5]=[CH:4][C:3]=1[N+:9]([O-:11])=[O:10].[C:12]1([C:18]([C:20]([C:22]2[CH:27]=[CH:26][CH:25]=[CH:24][CH:23]=2)=O)=O)[CH:17]=[CH:16][CH:15]=[CH:14][CH:13]=1. (8) Given the product [CH2:23]([O:22][C:20](=[O:21])[C:19]([CH2:37][O:13][C:12](=[O:14])[CH2:11][C:4]1[CH:5]=[CH:6][C:7]([N+:8]([O-:10])=[O:9])=[C:2]([CH3:1])[CH:3]=1)([C:25]1[CH:26]=[CH:27][CH:28]=[CH:29][CH:30]=1)[C:18]([O:17][CH2:15][CH3:16])=[O:35])[CH3:24], predict the reactants needed to synthesize it. The reactants are: [CH3:1][C:2]1[CH:3]=[C:4]([CH2:11][C:12]([OH:14])=[O:13])[CH:5]=[CH:6][C:7]=1[N+:8]([O-:10])=[O:9].[CH2:15]([O:17][C:18](=[O:35])[CH:19]([C:25]1[CH:30]=[CH:29][C:28]([N+]([O-])=O)=[C:27](C)[CH:26]=1)[C:20]([O:22][CH2:23][CH3:24])=[O:21])[CH3:16].Cl.[CH2:37](N=C=NCCCN(C)C)C.